This data is from Forward reaction prediction with 1.9M reactions from USPTO patents (1976-2016). The task is: Predict the product of the given reaction. (1) Given the reactants C([O:3][C:4]([CH:6]1[CH2:11][CH2:10][N:9]([CH2:12][C:13]2[CH:18]=[CH:17][CH:16]=[CH:15][CH:14]=2)[CH2:8][CH:7]1[C:19]1[CH:23]=[CH:22][S:21][CH:20]=1)=[O:5])C.Cl, predict the reaction product. The product is: [CH2:12]([N:9]1[CH2:10][CH2:11][CH:6]([C:4]([OH:5])=[O:3])[CH:7]([C:19]2[CH:23]=[CH:22][S:21][CH:20]=2)[CH2:8]1)[C:13]1[CH:18]=[CH:17][CH:16]=[CH:15][CH:14]=1. (2) Given the reactants [CH3:1][N:2]1[C:7](=[O:8])[CH:6]=[CH:5][C:4]([C:9]2[CH:17]=[CH:16][C:12]([C:13]([OH:15])=O)=[CH:11][CH:10]=2)=[N:3]1.[N:18]1([CH2:23][C@@H:24]2[CH2:28][CH2:27][CH2:26][NH:25]2)[CH2:22][CH2:21][CH2:20][CH2:19]1, predict the reaction product. The product is: [CH3:1][N:2]1[C:7](=[O:8])[CH:6]=[CH:5][C:4]([C:9]2[CH:10]=[CH:11][C:12]([C:13]([N:25]3[CH2:26][CH2:27][CH2:28][C@H:24]3[CH2:23][N:18]3[CH2:22][CH2:21][CH2:20][CH2:19]3)=[O:15])=[CH:16][CH:17]=2)=[N:3]1.